Predict the reaction yield, written as a fraction of the theoretical maximum amount of product (1.0 means a 100% yield; for example, 0.34 means a 34% yield). From a dataset of Reaction yield outcomes from USPTO patents with 853,638 reactions. The reactants are [C:1]([C:4]1[S:8][C:7]([N:9]2[CH2:13][CH2:12][NH:11][C:10]2=[O:14])=[N:6][C:5]=1[CH3:15])(=[O:3])[CH3:2].C(=O)([O-])[O-].[K+].[K+].[CH:22]1([CH2:25][CH2:26]OS(C2C=CC(C)=CC=2)(=O)=O)[CH2:24][CH2:23]1. The catalyst is [I-].C([N+](CCCC)(CCCC)CCCC)CCC.O1CCOCC1. The product is [C:1]([C:4]1[S:8][C:7]([N:9]2[CH2:13][CH2:12][N:11]([CH2:26][CH2:25][CH:22]3[CH2:24][CH2:23]3)[C:10]2=[O:14])=[N:6][C:5]=1[CH3:15])(=[O:3])[CH3:2]. The yield is 0.370.